This data is from Catalyst prediction with 721,799 reactions and 888 catalyst types from USPTO. The task is: Predict which catalyst facilitates the given reaction. (1) Reactant: [C:1]([C:4]1[C:5]([OH:27])=[C:6]([CH2:13][N:14]2[CH2:19][CH2:18][N:17]([C:20]([O:22][C:23]([CH3:26])([CH3:25])[CH3:24])=[O:21])[CH2:16][CH2:15]2)[C:7]2[O:11][CH2:10][O:9][C:8]=2[CH:12]=1)(=[O:3])[CH3:2].[C:28](OC(=O)C)(=[O:30])[CH3:29]. Product: [C:28]([O:27][C:5]1[C:4]([C:1](=[O:3])[CH3:2])=[CH:12][C:8]2[O:9][CH2:10][O:11][C:7]=2[C:6]=1[CH2:13][N:14]1[CH2:15][CH2:16][N:17]([C:20]([O:22][C:23]([CH3:26])([CH3:25])[CH3:24])=[O:21])[CH2:18][CH2:19]1)(=[O:30])[CH3:29]. The catalyst class is: 537. (2) Reactant: Cl[C:2]1[N:7]=[CH:6][C:5]([NH:8][C:9]([C:11]2[CH:12]=[C:13]([NH:18][C:19](=[O:31])[C:20]3[CH:25]=[CH:24][CH:23]=[C:22]([C:26]([F:29])([F:28])[F:27])[C:21]=3[CH3:30])[CH:14]=[CH:15][C:16]=2[CH3:17])=[O:10])=[CH:4][N:3]=1.[N:32]1[CH:37]=[CH:36][CH:35]=[C:34]([NH2:38])[CH:33]=1.FC(F)(F)C(O)=O.NC1C=CC=CC=1. Product: [CH3:30][C:21]1[C:22]([C:26]([F:29])([F:28])[F:27])=[CH:23][CH:24]=[CH:25][C:20]=1[C:19]([NH:18][C:13]1[CH:14]=[CH:15][C:16]([CH3:17])=[C:11]([C:9]([NH:8][C:5]2[CH:4]=[N:3][C:2]([NH:38][C:34]3[CH:33]=[N:32][CH:37]=[CH:36][CH:35]=3)=[N:7][CH:6]=2)=[O:10])[CH:12]=1)=[O:31]. The catalyst class is: 41. (3) Reactant: Br[C:2]1[C:3]([C:25]2[CH:30]=[CH:29][N:28]=[CH:27][CH:26]=2)=[C:4]([C:17]2[CH:22]=[CH:21][C:20]([F:23])=[C:19]([F:24])[CH:18]=2)[N:5]([Si](C(C)C)(C(C)C)C(C)C)[CH:6]=1.[CH2:31]([C:33]1[CH:38]=[CH:37][C:36]([C@H:39]2[CH2:47][N:46]3[C@H:41]([CH2:42][C:43](=O)[CH2:44][CH2:45]3)[CH2:40]2)=[CH:35][CH:34]=1)[CH3:32].C(OCC)(=O)C.CO. Product: [CH2:31]([C:33]1[CH:34]=[CH:35][C:36]([C@H:39]2[CH2:47][N:46]3[C@H:41]([CH:42]=[C:43]([C:2]4[C:3]([C:25]5[CH:30]=[CH:29][N:28]=[CH:27][CH:26]=5)=[C:4]([C:17]5[CH:22]=[CH:21][C:20]([F:23])=[C:19]([F:24])[CH:18]=5)[NH:5][CH:6]=4)[CH2:44][CH2:45]3)[CH2:40]2)=[CH:37][CH:38]=1)[CH3:32]. The catalyst class is: 4.